This data is from Reaction yield outcomes from USPTO patents with 853,638 reactions. The task is: Predict the reaction yield, written as a fraction of the theoretical maximum amount of product (1.0 means a 100% yield; for example, 0.34 means a 34% yield). The reactants are C(O[C:6]([N:8]1[CH2:12][CH2:11][CH2:10][CH:9]1[C:13]1[NH:14][C:15]([C:18]2[CH:23]=[CH:22][C:21]([B:24]3[O:28][C:27]([CH3:30])([CH3:29])[C:26]([CH3:32])([CH3:31])[O:25]3)=[CH:20][CH:19]=2)=[CH:16][N:17]=1)=[O:7])(C)(C)C.Cl.[CH3:34][O:35][C:36]([NH:38][CH:39]([C:43]1[CH:48]=[CH:47][CH:46]=[CH:45][CH:44]=1)C(O)=O)=[O:37].CN(C(ON1N=NC2C=CC=NC1=2)=[N+](C)C)C.F[P-](F)(F)(F)(F)F.[O-]P([O-])([O-])=O.[K+].[K+].[K+]. The catalyst is C(Cl)Cl.CCOC(C)=O. The product is [CH3:34][O:35][C:36](=[O:37])[NH:38][CH:39]([C:43]1[CH:48]=[CH:47][CH:46]=[CH:45][CH:44]=1)[C:6](=[O:7])[N:8]1[CH2:12][CH2:11][CH2:10][CH:9]1[C:13]1[NH:14][C:15]([C:18]2[CH:23]=[CH:22][C:21]([B:24]3[O:25][C:26]([CH3:32])([CH3:31])[C:27]([CH3:30])([CH3:29])[O:28]3)=[CH:20][CH:19]=2)=[CH:16][N:17]=1. The yield is 0.790.